Dataset: Full USPTO retrosynthesis dataset with 1.9M reactions from patents (1976-2016). Task: Predict the reactants needed to synthesize the given product. Given the product [CH:1]1([CH2:7][CH2:8][CH2:9][C@@H:10]([C:19]2[O:23][N:22]=[C:21]([CH2:24][NH:37][CH3:36])[N:20]=2)[CH2:11][C:12]([O:14][C:15]([CH3:18])([CH3:17])[CH3:16])=[O:13])[CH2:6][CH2:5][CH2:4][CH2:3][CH2:2]1, predict the reactants needed to synthesize it. The reactants are: [CH:1]1([CH2:7][CH2:8][CH2:9][C@@H:10]([C:19]2[O:23][N:22]=[C:21]([CH2:24]OS(C3C=CC(C)=CC=3)(=O)=O)[N:20]=2)[CH2:11][C:12]([O:14][C:15]([CH3:18])([CH3:17])[CH3:16])=[O:13])[CH2:6][CH2:5][CH2:4][CH2:3][CH2:2]1.[CH3:36][NH2:37].